Dataset: NCI-60 drug combinations with 297,098 pairs across 59 cell lines. Task: Regression. Given two drug SMILES strings and cell line genomic features, predict the synergy score measuring deviation from expected non-interaction effect. (1) Drug 1: C1CN(P(=O)(OC1)NCCCl)CCCl. Drug 2: CC1C(C(CC(O1)OC2CC(CC3=C2C(=C4C(=C3O)C(=O)C5=CC=CC=C5C4=O)O)(C(=O)C)O)N)O. Cell line: SW-620. Synergy scores: CSS=36.9, Synergy_ZIP=-3.29, Synergy_Bliss=-4.49, Synergy_Loewe=-24.4, Synergy_HSA=-1.74. (2) Drug 1: CC12CCC3C(C1CCC2=O)CC(=C)C4=CC(=O)C=CC34C. Drug 2: CC1=C(C=C(C=C1)NC(=O)C2=CC=C(C=C2)CN3CCN(CC3)C)NC4=NC=CC(=N4)C5=CN=CC=C5. Cell line: NCI-H522. Synergy scores: CSS=29.9, Synergy_ZIP=0.759, Synergy_Bliss=1.64, Synergy_Loewe=0.405, Synergy_HSA=0.835. (3) Drug 1: CCC1(CC2CC(C3=C(CCN(C2)C1)C4=CC=CC=C4N3)(C5=C(C=C6C(=C5)C78CCN9C7C(C=CC9)(C(C(C8N6C=O)(C(=O)OC)O)OC(=O)C)CC)OC)C(=O)OC)O.OS(=O)(=O)O. Drug 2: C1C(C(OC1N2C=NC3=C(N=C(N=C32)Cl)N)CO)O. Cell line: SK-MEL-5. Synergy scores: CSS=18.8, Synergy_ZIP=-10.1, Synergy_Bliss=-4.66, Synergy_Loewe=-4.00, Synergy_HSA=-3.51. (4) Drug 1: CCC(=C(C1=CC=CC=C1)C2=CC=C(C=C2)OCCN(C)C)C3=CC=CC=C3.C(C(=O)O)C(CC(=O)O)(C(=O)O)O. Drug 2: C1CC(C1)(C(=O)O)C(=O)O.[NH2-].[NH2-].[Pt+2]. Cell line: HT29. Synergy scores: CSS=19.4, Synergy_ZIP=7.14, Synergy_Bliss=12.1, Synergy_Loewe=7.85, Synergy_HSA=13.5.